From a dataset of Forward reaction prediction with 1.9M reactions from USPTO patents (1976-2016). Predict the product of the given reaction. (1) Given the reactants Br[C:2]1[CH:3]=[C:4]([CH:10]=[CH:11][CH:12]=1)[C:5]([O:7][CH2:8][CH3:9])=[O:6].[CH3:13][C:14]([CH3:18])([CH3:17])[C:15]#[CH:16].C(N(CC)CC)C, predict the reaction product. The product is: [CH3:13][C:14]([CH3:18])([CH3:17])[C:15]#[C:16][C:2]1[CH:3]=[C:4]([CH:10]=[CH:11][CH:12]=1)[C:5]([O:7][CH2:8][CH3:9])=[O:6]. (2) Given the reactants Cl.[C:2]1([C:8]2[C:16](C(O)=O)=[C:11]3[CH:12]=[CH:13][CH:14]=[CH:15][N:10]3[N:9]=2)[CH:7]=[CH:6][CH:5]=[CH:4][CH:3]=1, predict the reaction product. The product is: [C:2]1([C:8]2[CH:16]=[C:11]3[CH:12]=[CH:13][CH:14]=[CH:15][N:10]3[N:9]=2)[CH:3]=[CH:4][CH:5]=[CH:6][CH:7]=1. (3) Given the reactants F[P-](F)(F)(F)(F)F.C[N+](C)=C(N(C)C)ON1[C:16]2N=[CH:18][CH:19]=[CH:20][C:15]=2N=N1.C([N:28]([CH2:32][CH3:33])[CH:29]([CH3:31])C)(C)C.[NH2:34][C:35]1[N:44]=[C:43]([N:45]2[CH2:50][CH2:49][N:48]([CH3:51])[CH2:47][CH2:46]2)[C:42]2[C:37](=[CH:38][C:39]([C:52]([OH:54])=O)=[CH:40][CH:41]=2)[N:36]=1.Cl.[C:56](#[N:63])[C:57]1[CH:62]=[CH:61][CH:60]=[CH:59][CH:58]=1.CN(C)[CH:66]=[O:67], predict the reaction product. The product is: [NH2:34][C:35]1[N:44]=[C:43]([N:45]2[CH2:50][CH2:49][N:48]([CH3:51])[CH2:47][CH2:46]2)[C:42]2[C:37](=[CH:38][C:39]([C:52]([N:28]3[CH2:29][CH2:31][C:16]4[C:33](=[CH:18][CH:19]=[CH:20][C:15]=4[O:67][CH2:66][C:59]4[CH:58]=[C:57]([CH:62]=[CH:61][CH:60]=4)[C:56]#[N:63])[CH2:32]3)=[O:54])=[CH:40][CH:41]=2)[N:36]=1. (4) Given the reactants Br[CH2:2][C:3]1[C:4]([C@H:23]([O:29][C:30]([CH3:33])([CH3:32])[CH3:31])[C:24]([O:26][CH2:27][CH3:28])=[O:25])=[C:5]([O:15][S:16]([C:19]([F:22])([F:21])[F:20])(=[O:18])=[O:17])[C:6]2[C:11]([C:12]=1[CH2:13]Br)=[CH:10][CH:9]=[CH:8][CH:7]=2.[CH2:34]([N:36](CC)CC)C.CN, predict the reaction product. The product is: [C:30]([O:29][C@@H:23]([C:4]1[C:3]2[CH2:2][N:36]([CH3:34])[CH2:13][C:12]=2[C:11]2[CH:10]=[CH:9][CH:8]=[CH:7][C:6]=2[C:5]=1[O:15][S:16]([C:19]([F:21])([F:22])[F:20])(=[O:17])=[O:18])[C:24]([O:26][CH2:27][CH3:28])=[O:25])([CH3:32])([CH3:31])[CH3:33]. (5) Given the reactants [CH:1]1([C:7]([O:9]CC)=[O:8])[C:3]2([CH2:6][CH2:5][CH2:4]2)[CH2:2]1.O.[OH-].[Li+], predict the reaction product. The product is: [CH:1]1([C:7]([OH:9])=[O:8])[C:3]2([CH2:6][CH2:5][CH2:4]2)[CH2:2]1. (6) Given the reactants [NH2:1][C:2]1[N:9]=[CH:8][CH:7]=[C:6]([O:10]C)[C:3]=1[C:4]#[N:5].Br[CH:13]([C:16]1[CH:21]=[CH:20][CH:19]=[CH:18][CH:17]=1)[CH:14]=O, predict the reaction product. The product is: [OH:10][C:6]1[CH:7]=[CH:8][N:9]2[C:13]([C:16]3[CH:21]=[CH:20][CH:19]=[CH:18][CH:17]=3)=[CH:14][N:1]=[C:2]2[C:3]=1[C:4]#[N:5]. (7) The product is: [I:21][C:19]1[CH:18]=[CH:17][C:12]([C:13]([O:15][CH3:16])=[O:14])=[C:11]([O:10][CH:2]([CH3:4])[CH3:3])[CH:20]=1. Given the reactants Br[CH:2]([CH3:4])[CH3:3].CN(C=O)C.[OH:10][C:11]1[CH:20]=[C:19]([I:21])[CH:18]=[CH:17][C:12]=1[C:13]([O:15][CH3:16])=[O:14].C(=O)([O-])[O-].[K+].[K+], predict the reaction product. (8) Given the reactants N1CCCCC1.[CH:7]1([O:12][C:13]2[CH:14]=[C:15]([CH:18]=[CH:19][C:20]=2[O:21][CH3:22])[CH:16]=O)[CH2:11][CH2:10][CH2:9][CH2:8]1.C([CH2:26][C:27]([NH:29][C:30]1[CH:38]=[CH:37][CH:36]=[CH:35][C:31]=1[C:32]([OH:34])=[O:33])=[O:28])(O)=O.Cl, predict the reaction product. The product is: [CH:7]1([O:12][C:13]2[CH:14]=[C:15](/[CH:16]=[CH:26]/[C:27]([NH:29][C:30]3[CH:38]=[CH:37][CH:36]=[CH:35][C:31]=3[C:32]([OH:34])=[O:33])=[O:28])[CH:18]=[CH:19][C:20]=2[O:21][CH3:22])[CH2:11][CH2:10][CH2:9][CH2:8]1.